From a dataset of Full USPTO retrosynthesis dataset with 1.9M reactions from patents (1976-2016). Predict the reactants needed to synthesize the given product. (1) Given the product [C:1]([O:5][C:6](=[O:15])[N:7]([C:8]1[CH:9]=[CH:10][C:11]([F:14])=[CH:12][CH:13]=1)[CH2:19][C:20]1[N:21]=[C:22]([N:25]2[CH2:26][CH2:27][CH2:28][CH2:29][CH2:30]2)[S:23][CH:24]=1)([CH3:4])([CH3:2])[CH3:3], predict the reactants needed to synthesize it. The reactants are: [C:1]([O:5][C:6](=[O:15])[NH:7][C:8]1[CH:13]=[CH:12][C:11]([F:14])=[CH:10][CH:9]=1)([CH3:4])([CH3:3])[CH3:2].[H-].[Na+].Cl[CH2:19][C:20]1[N:21]=[C:22]([N:25]2[CH2:30][CH2:29][CH2:28][CH2:27][CH2:26]2)[S:23][CH:24]=1.C(=O)(O)[O-].[Na+]. (2) Given the product [CH3:4][C:3]1[CH:21]([CH2:23][CH2:24][CH:15]2[C:14]3[C:9](=[C:10]([C:16]4[CH:21]=[CH:20][CH:19]=[CH:18][CH:17]=4)[CH:11]=[CH:12][CH:13]=3)[CH:8]=[C:7]2[CH3:6])[C:20]2[C:1]([CH:2]=1)=[C:16]([C:10]1[CH:11]=[CH:12][CH:13]=[CH:14][CH:9]=1)[CH:17]=[CH:18][CH:19]=2, predict the reactants needed to synthesize it. The reactants are: [CH2:1]([Li])[CH2:2][CH2:3][CH3:4].[CH3:6][C:7]1[CH2:8][C:9]2[C:14]([CH:15]=1)=[CH:13][CH:12]=[CH:11][C:10]=2[C:16]1[CH:21]=[CH:20][CH:19]=[CH:18][CH:17]=1.Br[CH:23](Br)[CH3:24]. (3) Given the product [CH2:43]([N:45]([CH2:49][CH3:50])[CH2:46][CH2:47][NH:48][C:24]([C@@H:9]1[CH2:10][C:11](=[N:13][O:14][CH2:15][C:16]2[CH:17]=[CH:18][C:19]([O:22][CH3:23])=[CH:20][CH:21]=2)[CH2:12][N:8]1[C:6](=[O:7])[CH:33]([C:27]1[CH:28]=[CH:29][CH:30]=[CH:31][CH:32]=1)[C:37]1[CH:38]=[CH:39][CH:40]=[CH:41][CH:42]=1)=[O:26])[CH3:44], predict the reactants needed to synthesize it. The reactants are: C(O[C:6]([N:8]1[CH2:12][C:11](=[N:13][O:14][CH2:15][C:16]2[CH:21]=[CH:20][C:19]([O:22][CH3:23])=[CH:18][CH:17]=2)[CH2:10][C@H:9]1[C:24]([OH:26])=O)=[O:7])(C)(C)C.[C:27]1([CH:33]([C:37]2[CH:42]=[CH:41][CH:40]=[CH:39][CH:38]=2)C(Cl)=O)[CH:32]=[CH:31][CH:30]=[CH:29][CH:28]=1.[CH2:43]([N:45]([CH2:49][CH3:50])[CH2:46][CH2:47][NH2:48])[CH3:44]. (4) The reactants are: [Cl:1][C:2]1[CH:34]=[CH:33][C:5]([CH2:6][N:7]2[C:15]3[C:10](=[CH:11][C:12]([N+:16]([O-])=O)=[CH:13][CH:14]=3)[C:9]([C:19](=[O:31])[C:20]([NH:22][C:23]3[CH:28]=[CH:27][N:26]=[C:25]([O:29][CH3:30])[CH:24]=3)=[O:21])=[C:8]2[CH3:32])=[CH:4][CH:3]=1. Given the product [NH2:16][C:12]1[CH:11]=[C:10]2[C:15](=[CH:14][CH:13]=1)[N:7]([CH2:6][C:5]1[CH:4]=[CH:3][C:2]([Cl:1])=[CH:34][CH:33]=1)[C:8]([CH3:32])=[C:9]2[C:19](=[O:31])[C:20]([NH:22][C:23]1[CH:28]=[CH:27][N:26]=[C:25]([O:29][CH3:30])[CH:24]=1)=[O:21], predict the reactants needed to synthesize it. (5) Given the product [F:27][C:2]1([F:1])[C:10]2[C:5](=[CH:6][CH:7]=[CH:8][C:9]=2[C@@H:11]([OH:13])[CH3:12])[N:4]([CH2:14][C:15]2[N:16]([CH3:30])[C:17](=[O:25])[C:18]3[C:23]([CH:24]=2)=[CH:22][CH:21]=[CH:20][CH:19]=3)[C:3]1=[O:26], predict the reactants needed to synthesize it. The reactants are: [F:1][C:2]1([F:27])[C:10]2[C:5](=[CH:6][CH:7]=[CH:8][C:9]=2[C@@H:11]([OH:13])[CH3:12])[N:4]([CH2:14][C:15]2[NH:16][C:17](=[O:25])[C:18]3[C:23]([CH:24]=2)=[CH:22][CH:21]=[CH:20][CH:19]=3)[C:3]1=[O:26].IC.[C:30](=O)([O-])[O-].[K+].[K+].